From a dataset of Catalyst prediction with 721,799 reactions and 888 catalyst types from USPTO. Predict which catalyst facilitates the given reaction. (1) Reactant: C(NC(C)C)(C)C.C([Li])CCC.[CH:13]1([C:18]([O:20][CH3:21])=[O:19])[CH2:17][CH2:16][CH2:15][CH2:14]1.[CH3:22][O:23][CH2:24][CH2:25]Br.[Cl-].[NH4+]. Product: [CH3:21][O:20][C:18]([C:13]1([CH2:25][CH2:24][O:23][CH3:22])[CH2:17][CH2:16][CH2:15][CH2:14]1)=[O:19]. The catalyst class is: 1. (2) Reactant: [CH3:1][C@:2]12[C@@:19]3([CH3:20])[C@@H:10]([C@:11]4([CH3:33])[C@@H:16]([CH2:17][CH2:18]3)[C:15]([CH3:22])([CH3:21])[C:14]([C:23]3[CH:32]=[CH:31][C:26]([C:27]([O:29]C)=[O:28])=[CH:25][CH:24]=3)=[CH:13][CH2:12]4)[CH2:9][CH2:8][C@@H:7]1[C@H:6]1[C@H:34]([C:37]([CH3:39])=[CH2:38])[CH2:35][CH2:36][C@:5]1([NH:40][CH2:41][CH2:42][C:43]([F:46])([F:45])[F:44])[CH2:4][CH2:3]2.[OH-].[Na+]. Product: [CH3:1][C@:2]12[C@@:19]3([CH3:20])[C@@H:10]([C@:11]4([CH3:33])[C@@H:16]([CH2:17][CH2:18]3)[C:15]([CH3:21])([CH3:22])[C:14]([C:23]3[CH:24]=[CH:25][C:26]([C:27]([OH:29])=[O:28])=[CH:31][CH:32]=3)=[CH:13][CH2:12]4)[CH2:9][CH2:8][C@@H:7]1[C@H:6]1[C@H:34]([C:37]([CH3:39])=[CH2:38])[CH2:35][CH2:36][C@:5]1([NH:40][CH2:41][CH2:42][C:43]([F:44])([F:45])[F:46])[CH2:4][CH2:3]2. The catalyst class is: 169. (3) Reactant: [O:1]1[CH2:5][CH2:4][O:3][CH:2]1[CH:6]1[CH2:11][CH2:10][C:9]([C:17]#[C:18][C:19]([C:21]2[CH:22]=[CH:23][C:24]3[N:25]([N:27]=[CH:28][N:29]=3)[CH:26]=2)=[O:20])(O[Si](C)(C)C)[CH2:8][CH2:7]1.C([O-])([O-])=[O:31].[K+].[K+].C(NCC)C. Product: [N:29]1[CH:28]=[N:27][N:25]2[CH:26]=[C:21]([C:19]3[O:20][C:9]4([CH2:10][CH2:11][CH:6]([CH:2]5[O:3][CH2:4][CH2:5][O:1]5)[CH2:7][CH2:8]4)[C:17](=[O:31])[CH:18]=3)[CH:22]=[CH:23][C:24]=12. The catalyst class is: 5. (4) Reactant: O.[OH-].[Li+].[CH3:4][C@@:5]([C:36]([O:38]C)=[O:37])([CH2:32][CH:33]([CH3:35])[CH3:34])[NH:6][C:7]([C:9]1[C:18]([NH:19][C:20]([NH:22][C:23]2[C:28]([CH3:29])=[CH:27][C:26]([CH3:30])=[CH:25][C:24]=2[CH3:31])=[O:21])=[CH:17][C:16]2[C:11](=[CH:12][CH:13]=[CH:14][CH:15]=2)[CH:10]=1)=[O:8].O.Cl. Product: [CH3:4][C@@:5]([C:36]([OH:38])=[O:37])([CH2:32][CH:33]([CH3:35])[CH3:34])[NH:6][C:7]([C:9]1[C:18]([NH:19][C:20]([NH:22][C:23]2[C:24]([CH3:31])=[CH:25][C:26]([CH3:30])=[CH:27][C:28]=2[CH3:29])=[O:21])=[CH:17][C:16]2[C:11](=[CH:12][CH:13]=[CH:14][CH:15]=2)[CH:10]=1)=[O:8]. The catalyst class is: 12. (5) Reactant: Br[C:2]1[CH:7]=[CH:6][C:5]([C:8]2[CH:13]=[CH:12][C:11]([O:14][CH2:15][CH2:16][CH2:17][CH2:18][CH2:19][CH2:20][OH:21])=[CH:10][CH:9]=2)=[CH:4][CH:3]=1.[C:22](=[O:25])([O-])[O-].[Na+].[Na+].[F:28][C:29]1[C:34]([F:35])=[CH:33][CH:32]=[CH:31][C:30]=1B(O)OOCCCCCCCC. Product: [F:28][C:29]1[C:34]([F:35])=[C:33]([O:25][CH2:22][CH2:6][CH2:7][CH2:2][CH2:3][CH2:4][CH2:5][CH3:8])[CH:32]=[CH:31][C:30]=1[C:6]1[C:5]([C:8]2[CH:13]=[CH:12][C:11]([O:14][CH2:15][CH2:16][CH2:17][CH2:18][CH2:19][CH2:20][OH:21])=[CH:10][CH:9]=2)=[CH:4][CH:3]=[CH:2][CH:7]=1. The catalyst class is: 104. (6) Reactant: [Si:1]([O:8][C@H:9]1[C@@H:13]([O:14][Si:15]([C:18]([CH3:21])([CH3:20])[CH3:19])([CH3:17])[CH3:16])[C@H:12]([N:22]2[CH:27]=[CH:26][C:25](=[O:28])[NH:24][C:23]2=[O:29])[O:11][CH:10]1[C@H:30]([OH:62])[C@@H:31]([C:55]([O:57][C:58]([CH3:61])([CH3:60])[CH3:59])=[O:56])[NH:32][CH2:33][CH2:34][CH2:35][NH:36][C:37](=[O:54])[C@H:38]([CH2:50][CH:51]([CH3:53])[CH3:52])[NH:39][C:40](=[O:49])[O:41][CH2:42][C:43]1[CH:48]=[CH:47][CH:46]=[CH:45][CH:44]=1)([C:4]([CH3:7])([CH3:6])[CH3:5])([CH3:3])[CH3:2].[CH2:63](OC(=O)N[C@@H](C(=O)NCCC=O)CC(C)C)[C:64]1[CH:69]=[CH:68][CH:67]=[CH:66][CH:65]=1.[C:86](N[C@@H](C(O)=O)CC(C)C)(OCC1C=CC=CC=1)=[O:87].C(O[BH-](OC(=O)C)OC(=O)C)(=O)C.[Na+].C(=O)([O-])[O-].[Na+].[Na+]. Product: [Si:1]([O:8][C@H:9]1[C@@H:13]([O:14][Si:15]([C:18]([CH3:19])([CH3:21])[CH3:20])([CH3:17])[CH3:16])[C@H:12]([N:22]2[CH:27]=[CH:26][C:25](=[O:28])[N:24]([CH2:63][C:64]3[CH:65]=[CH:66][C:67]([O:87][CH3:86])=[CH:68][CH:69]=3)[C:23]2=[O:29])[O:11][CH:10]1[C@H:30]([OH:62])[C@@H:31]([C:55]([O:57][C:58]([CH3:60])([CH3:59])[CH3:61])=[O:56])[NH:32][CH2:33][CH2:34][CH2:35][NH:36][C:37](=[O:54])[C@@H:38]([CH2:50][CH:51]([CH3:52])[CH3:53])[NH:39][C:40](=[O:49])[O:41][CH2:42][C:43]1[CH:48]=[CH:47][CH:46]=[CH:45][CH:44]=1)([C:4]([CH3:5])([CH3:6])[CH3:7])([CH3:3])[CH3:2]. The catalyst class is: 506. (7) Reactant: [NH:1]1[CH2:5][CH2:4][C@@H:3]([CH2:6][C:7]2[CH:12]=[CH:11][CH:10]=[CH:9][C:8]=2[S:13]([NH:16][C:17]2[C:26]([C:27]([O:29][CH3:30])=[O:28])=[C:25]3[C:20]([C@H:21]4[CH2:31][C@H:22]4[CH2:23][O:24]3)=[CH:19][CH:18]=2)(=[O:15])=[O:14])[CH2:2]1.[C:32](O[BH-](OC(=O)C)OC(=O)C)(=O)[CH3:33].[Na+].C(=O)C.O. Product: [CH2:32]([N:1]1[CH2:5][CH2:4][C@@H:3]([CH2:6][C:7]2[CH:12]=[CH:11][CH:10]=[CH:9][C:8]=2[S:13]([NH:16][C:17]2[C:26]([C:27]([O:29][CH3:30])=[O:28])=[C:25]3[C:20]([C@H:21]4[CH2:31][C@H:22]4[CH2:23][O:24]3)=[CH:19][CH:18]=2)(=[O:14])=[O:15])[CH2:2]1)[CH3:33]. The catalyst class is: 61.